Dataset: Reaction yield outcomes from USPTO patents with 853,638 reactions. Task: Predict the reaction yield, written as a fraction of the theoretical maximum amount of product (1.0 means a 100% yield; for example, 0.34 means a 34% yield). (1) The reactants are [F:1][C:2]1[CH:3]=[C:4]2[C:8](=[CH:9][CH:10]=1)[NH:7][C:6](=[O:11])/[C:5]/2=[CH:12]\[C:13]1[NH:17][C:16]([CH3:18])=[C:15]([C:19]([NH:21][CH:22]2[CH2:27][CH2:26][CH:25]([C:28]([OH:30])=O)[CH2:24][CH2:23]2)=[O:20])[C:14]=1[CH3:31].CN(C(ON1N=NC2C=CC=NC1=2)=[N+](C)C)C.F[P-](F)(F)(F)(F)F.CCN(C(C)C)C(C)C.[NH:65]1[CH2:70][CH2:69][O:68][CH2:67][CH2:66]1. The catalyst is CN(C=O)C. The product is [N:65]1([C:28]([CH:25]2[CH2:24][CH2:23][CH:22]([NH:21][C:19]([C:15]3[C:14]([CH3:31])=[C:13](/[CH:12]=[C:5]4\[C:6](=[O:11])[NH:7][C:8]5[C:4]\4=[CH:3][C:2]([F:1])=[CH:10][CH:9]=5)[NH:17][C:16]=3[CH3:18])=[O:20])[CH2:27][CH2:26]2)=[O:30])[CH2:70][CH2:69][O:68][CH2:67][CH2:66]1. The yield is 0.329. (2) The reactants are [NH2:1][C:2]1[CH:7]=[CH:6][C:5]([OH:8])=[CH:4][CH:3]=1.N1C=CN=C1.[CH:14]([Si:17]([CH:22]([CH3:24])[CH3:23])([CH:19]([CH3:21])[CH3:20])Cl)([CH3:16])[CH3:15]. The catalyst is ClCCl. The product is [CH3:15][CH:14]([Si:17]([CH:22]([CH3:24])[CH3:23])([CH:19]([CH3:21])[CH3:20])[O:8][C:5]1[CH:6]=[CH:7][C:2]([NH2:1])=[CH:3][CH:4]=1)[CH3:16]. The yield is 0.700.